From a dataset of Forward reaction prediction with 1.9M reactions from USPTO patents (1976-2016). Predict the product of the given reaction. (1) Given the reactants [CH3:1][O:2][C:3]1[CH:11]=[C:10]([N+:12]([O-:14])=[O:13])[CH:9]=[CH:8][C:4]=1[C:5]([OH:7])=[O:6].[CH2:15](O)[CH3:16], predict the reaction product. The product is: [CH3:1][O:2][C:3]1[CH:11]=[C:10]([N+:12]([O-:14])=[O:13])[CH:9]=[CH:8][C:4]=1[C:5]([O:7][CH2:15][CH3:16])=[O:6]. (2) Given the reactants [NH2:1][CH2:2][CH2:3][CH2:4][OH:5].[Cl:6][C:7]1[C:12]([N+:13]([O-:15])=[O:14])=[C:11](Cl)[C:10]([CH3:17])=[C:9]([CH3:18])[N:8]=1, predict the reaction product. The product is: [Cl:6][C:7]1[C:12]([N+:13]([O-:15])=[O:14])=[C:11]([NH:1][CH2:2][CH2:3][CH2:4][OH:5])[C:10]([CH3:17])=[C:9]([CH3:18])[N:8]=1.